From a dataset of Forward reaction prediction with 1.9M reactions from USPTO patents (1976-2016). Predict the product of the given reaction. Given the reactants [Cl:1][C:2]1[CH:17]=[C:16]([F:18])[C:5]([O:6][C:7]2[CH:12]=[CH:11][C:10]([CH2:13][CH2:14][OH:15])=[CH:9][CH:8]=2)=[C:4]([F:19])[CH:3]=1.[N:20]#[C:21][NH2:22].OS(C(F)(F)F)(=O)=O, predict the reaction product. The product is: [C:21](=[NH:20])([O:15][CH2:14][CH2:13][C:10]1[CH:11]=[CH:12][C:7]([O:6][C:5]2[C:16]([F:18])=[CH:17][C:2]([Cl:1])=[CH:3][C:4]=2[F:19])=[CH:8][CH:9]=1)[NH2:22].